Predict the product of the given reaction. From a dataset of Forward reaction prediction with 1.9M reactions from USPTO patents (1976-2016). (1) Given the reactants [F:1][C:2]1[CH:7]=[CH:6][C:5]([CH2:8][C:9]([NH:11][NH:12][C:13]([C:15]2[C:16]([O:26][CH3:27])=[C:17]3[C:22](=[O:23])[N:21]([CH3:24])[CH2:20][CH2:19][N:18]3[CH:25]=2)=O)=O)=[CH:4][CH:3]=1.COC1C=CC(P2(SP(C3C=CC(OC)=CC=3)(=S)S2)=[S:37])=CC=1, predict the reaction product. The product is: [F:1][C:2]1[CH:7]=[CH:6][C:5]([CH2:8][C:9]2[S:37][C:13]([C:15]3[C:16]([O:26][CH3:27])=[C:17]4[C:22](=[O:23])[N:21]([CH3:24])[CH2:20][CH2:19][N:18]4[CH:25]=3)=[N:12][N:11]=2)=[CH:4][CH:3]=1. (2) Given the reactants [Cl:1][C:2]1[N:7]=[C:6](Cl)[CH:5]=[CH:4][N:3]=1.[CH3:9][CH2:10][O-:11].[Na+], predict the reaction product. The product is: [Cl:1][C:2]1[N:7]=[C:6]([O:11][CH2:10][CH3:9])[CH:5]=[CH:4][N:3]=1.